From a dataset of Full USPTO retrosynthesis dataset with 1.9M reactions from patents (1976-2016). Predict the reactants needed to synthesize the given product. (1) Given the product [NH2:14][C:13]1[C:8]([CH2:7][OH:33])=[CH:9][N:10]=[C:11]([CH3:15])[N:12]=1, predict the reactants needed to synthesize it. The reactants are: CC1[N+]([CH2:7][C:8]2[CH:9]=[N:10][C:11]([CH3:15])=[N:12][C:13]=2[NH2:14])=CSC=1CCO.N1C=C2C(N=CN2)=NC=1.C(OP(O)(O)=O)[C@H]1[O:33][C@@H](/N=C(\N)/CNC=O)[C@H](O)[C@@H]1O.C1N=CN([C@@H]2O[C@H](COP(O)(O)=O)[C@@H](O)[C@H]2O)C=1N. (2) Given the product [Cl:1][C:2]1[CH:3]=[C:4]([N:14]([CH2:21][C:22]2[CH:27]=[CH:26][C:25]([O:28][CH3:29])=[CH:24][CH:23]=2)[C:15]2[CH:16]=[CH:17][CH:18]=[CH:19][CH:20]=2)[C:5]2[N:6]([C:8]([C:11]([NH:51][C:52]3[CH:57]=[CH:56][N:55]=[CH:54][CH:53]=3)=[O:13])=[CH:9][N:10]=2)[N:7]=1, predict the reactants needed to synthesize it. The reactants are: [Cl:1][C:2]1[CH:3]=[C:4]([N:14]([CH2:21][C:22]2[CH:27]=[CH:26][C:25]([O:28][CH3:29])=[CH:24][CH:23]=2)[C:15]2[CH:20]=[CH:19][CH:18]=[CH:17][CH:16]=2)[C:5]2[N:6]([C:8]([C:11]([OH:13])=O)=[CH:9][N:10]=2)[N:7]=1.CCN=C=NCCCN(C)C.C1C=CC2N(O)N=NC=2C=1.[NH2:51][C:52]1[CH:57]=[CH:56][N:55]=[CH:54][CH:53]=1. (3) Given the product [Cl:14][C:15]1[CH:16]=[C:17]([NH:21][C:22]2[CH:30]=[C:29]([C:31]([F:34])([F:33])[F:32])[C:25]([C:26]([NH:51][CH2:50][CH:47]3[CH2:48][CH2:49][S:45](=[O:52])(=[O:44])[CH2:46]3)=[O:28])=[CH:24][N:23]=2)[CH:18]=[CH:19][CH:20]=1, predict the reactants needed to synthesize it. The reactants are: N=C=N.ON1C2C=CC=CC=2N=N1.[Cl:14][C:15]1[CH:16]=[C:17]([NH:21][C:22]2[CH:30]=[C:29]([C:31]([F:34])([F:33])[F:32])[C:25]([C:26]([OH:28])=O)=[CH:24][N:23]=2)[CH:18]=[CH:19][CH:20]=1.C(N(C(C)C)CC)(C)C.[O:44]=[S:45]1(=[O:52])[CH2:49][CH2:48][CH:47]([CH2:50][NH2:51])[CH2:46]1.F[P-](F)(F)(F)(F)F.C([N+]1C=CN(C)C=1)CCC. (4) The reactants are: C([O:3][C:4](=[O:22])[CH:5]([O:20][CH3:21])[CH2:6][C:7]1[CH:12]=[CH:11][C:10]([C:13]#[C:14][CH2:15][CH2:16][CH2:17][CH2:18][OH:19])=[CH:9][CH:8]=1)C.[O:23]([C:30]1[CH:35]=[CH:34][C:33](O)=[CH:32][CH:31]=1)[C:24]1[CH:29]=[CH:28][CH:27]=[CH:26][CH:25]=1. Given the product [CH3:21][O:20][C@@H:5]([CH2:6][C:7]1[CH:8]=[CH:9][C:10]([C:13]#[C:14][CH2:15][CH2:16][CH2:17][CH2:18][O:19][C:33]2[CH:34]=[CH:35][C:30]([O:23][C:24]3[CH:29]=[CH:28][CH:27]=[CH:26][CH:25]=3)=[CH:31][CH:32]=2)=[CH:11][CH:12]=1)[C:4]([OH:3])=[O:22], predict the reactants needed to synthesize it. (5) Given the product [F:1][C@@H:2]1[CH2:3][N:4]([C:8](=[O:10])[CH2:48][OH:49])[CH2:5][C@H:6]1[O:7][C:16]1[CH:23]=[CH:22][C:21]([C:24]2[N:29]=[C:28]([NH:30][C:31]3[CH:36]=[CH:35][C:34]([N:37]4[CH2:42][CH2:41][N:40]([CH:43]5[CH2:46][O:45][CH2:44]5)[CH2:39][CH2:38]4)=[CH:33][CH:32]=3)[N:27]=[CH:26][N:25]=2)=[CH:20][C:17]=1[C:18]#[N:19], predict the reactants needed to synthesize it. The reactants are: [F:1][C@H:2]1[C@H:6]([OH:7])[CH2:5][N:4]([C:8]([O:10]C(C)(C)C)=O)[CH2:3]1.F[C:16]1[CH:23]=[CH:22][C:21]([C:24]2[N:29]=[C:28]([NH:30][C:31]3[CH:36]=[CH:35][C:34]([N:37]4[CH2:42][CH2:41][N:40]([CH:43]5[CH2:46][O:45][CH2:44]5)[CH2:39][CH2:38]4)=[CH:33][CH:32]=3)[N:27]=[CH:26][N:25]=2)=[CH:20][C:17]=1[C:18]#[N:19].C(O)(=O)[CH2:48][OH:49]. (6) Given the product [N:21]1([C:18]2[CH:19]=[CH:20][C:15]([C:14]([NH:13][C:6]3[CH:7]=[CH:8][C:9]4[NH:10][C:48]([C:47]5[CH:50]=[CH:51][C:44]([C:42](=[O:43])[NH:41][C:38]6[CH:39]=[CH:40][C:35]([N:32]7[CH2:31][CH2:30][NH:29][CH2:34][CH2:33]7)=[CH:36][CH:37]=6)=[CH:45][CH:46]=5)=[N:1][C:4]=4[CH:5]=3)=[O:27])=[CH:16][CH:17]=2)[CH2:26][CH2:25][NH:24][CH2:23][CH2:22]1, predict the reactants needed to synthesize it. The reactants are: [N+:1]([C:4]1[CH:5]=[C:6]([NH:13][C:14](=[O:27])[C:15]2[CH:20]=[CH:19][C:18]([N:21]3[CH2:26][CH2:25][NH:24][CH2:23][CH2:22]3)=[CH:17][CH:16]=2)[CH:7]=[CH:8][C:9]=1[N+:10]([O-])=O)([O-])=O.C[N:29]1[CH2:34][CH2:33][N:32]([C:35]2[CH:40]=[CH:39][C:38]([NH:41][C:42]([C:44]3[CH:51]=[CH:50][C:47]([CH:48]=O)=[CH:46][CH:45]=3)=[O:43])=[CH:37][CH:36]=2)[CH2:31][CH2:30]1. (7) Given the product [CH2:44]1[C:41]2([CH2:45][N:39]([C:36]3[CH:37]=[CH:38][C:33]([C:2]4[C:10]5[C:5](=[CH:6][CH:7]=[C:8]([NH:11][C:12](=[O:24])[CH:13]([N:19]6[CH2:23][CH2:22][CH2:21][CH2:20]6)[C:14]6[CH:18]=[CH:17][S:16][CH:15]=6)[CH:9]=5)[NH:4][N:3]=4)=[CH:34][CH:35]=3)[CH2:40]2)[CH2:42][O:43]1, predict the reactants needed to synthesize it. The reactants are: I[C:2]1[C:10]2[C:5](=[CH:6][CH:7]=[C:8]([NH:11][C:12](=[O:24])[CH:13]([N:19]3[CH2:23][CH2:22][CH2:21][CH2:20]3)[C:14]3[CH:18]=[CH:17][S:16][CH:15]=3)[CH:9]=2)[NH:4][N:3]=1.CC1(C)C(C)(C)OB([C:33]2[CH:38]=[CH:37][C:36]([N:39]3[CH2:45][C:41]4([CH2:44][O:43][CH2:42]4)[CH2:40]3)=[CH:35][CH:34]=2)O1.C(Cl)Cl.C([O-])([O-])=O.[Na+].[Na+]. (8) Given the product [N+:1]([C:4]1[CH:5]=[C:6]([CH2:10][C:11]([NH:13][C@H:14]([C:16]([NH:19][C@@H:20]([CH:29]([O:31][C:32]([CH3:33])([CH3:35])[CH3:34])[CH3:30])[C:21]([N:23]2[CH2:28][CH2:27][O:26][CH2:25][CH2:24]2)=[O:22])=[O:18])[CH3:15])=[O:12])[CH:7]=[CH:8][CH:9]=1)([O-:3])=[O:2], predict the reactants needed to synthesize it. The reactants are: [N+:1]([C:4]1[CH:5]=[C:6]([CH2:10][C:11]([NH:13][C@H:14]([C:16]([OH:18])=O)[CH3:15])=[O:12])[CH:7]=[CH:8][CH:9]=1)([O-:3])=[O:2].[NH2:19][C@@H:20]([CH:29]([O:31][C:32]([CH3:35])([CH3:34])[CH3:33])[CH3:30])[C:21]([N:23]1[CH2:28][CH2:27][O:26][CH2:25][CH2:24]1)=[O:22].C(N[C@H](C(O)=O)[C@@H](C)OC(C)(C)C)(OC(C)(C)C)=O.N1CCOCC1. (9) Given the product [CH3:44][C:8]1[CH:9]=[C:10]([S:13]([N:16]2[CH2:25][CH:24]([CH2:26][CH2:27][C:28]3[CH:33]=[CH:32][CH:31]=[CH:30][CH:29]=3)[C:23]3[C:18](=[CH:19][C:20]([C:34]4[CH:35]=[CH:36][C:37]([C:40]([F:42])([F:43])[F:41])=[CH:38][CH:39]=4)=[CH:21][CH:22]=3)[CH2:17]2)(=[O:14])=[O:15])[CH:11]=[CH:12][C:7]=1[O:6][CH2:5][C:4]([OH:45])=[O:3], predict the reactants needed to synthesize it. The reactants are: C([O:3][C:4](=[O:45])[CH2:5][O:6][C:7]1[CH:12]=[CH:11][C:10]([S:13]([N:16]2[CH2:25][CH:24]([CH2:26][CH2:27][C:28]3[CH:33]=[CH:32][CH:31]=[CH:30][CH:29]=3)[C:23]3[C:18](=[CH:19][C:20]([C:34]4[CH:39]=[CH:38][C:37]([C:40]([F:43])([F:42])[F:41])=[CH:36][CH:35]=4)=[CH:21][CH:22]=3)[CH2:17]2)(=[O:15])=[O:14])=[CH:9][C:8]=1[CH3:44])C.[OH-].[Na+]. (10) Given the product [CH3:26][N:27]([CH3:31])[CH2:28][CH2:29][NH:30][C:3]([C:5]1[C:18]2[C:9](=[N:10][C:11]3[C:16]([N:17]=2)=[C:15]2[CH:19]=[CH:20][CH:21]=[C:22]([O:23][CH3:24])[C:14]2=[CH:13][CH:12]=3)[CH:8]=[CH:7][C:6]=1[NH2:25])=[O:2], predict the reactants needed to synthesize it. The reactants are: C[O:2][C:3]([C:5]1[C:18]2[C:9](=[N:10][C:11]3[C:16]([N:17]=2)=[C:15]2[CH:19]=[CH:20][CH:21]=[C:22]([O:23][CH3:24])[C:14]2=[CH:13][CH:12]=3)[CH:8]=[CH:7][C:6]=1[NH2:25])=O.[CH3:26][N:27]([CH3:31])[CH2:28][CH2:29][NH2:30].